This data is from Catalyst prediction with 721,799 reactions and 888 catalyst types from USPTO. The task is: Predict which catalyst facilitates the given reaction. (1) Reactant: [N:1]1[C:2]([C:10]2[CH:15]=[CH:14][CH:13]=[CH:12][C:11]=2[NH2:16])=[CH:3][N:4]2[CH:9]=[CH:8][CH:7]=[CH:6][C:5]=12.[CH3:17][C:18]([CH3:22])([CH3:21])[CH:19]=O.O.C1(C)C=CC(S(O)(=O)=O)=CC=1.O. Product: [C:18]([C:22]1[N:16]=[C:11]2[CH:12]=[CH:13][CH:14]=[CH:15][C:10]2=[C:2]2[C:3]=1[N:4]1[C:5]([CH:6]=[CH:7][CH:8]=[CH:9]1)=[N:1]2)([CH3:21])([CH3:19])[CH3:17]. The catalyst class is: 113. (2) Reactant: [Cl:1][C:2]1[CH:7]=[CH:6][C:5]([C:8](=[O:16])[CH2:9][C:10]2[CH:15]=[CH:14][N:13]=[CH:12][CH:11]=2)=[CH:4][CH:3]=1.[N:17]([O-])=[O:18].[Na+]. Product: [Cl:1][C:2]1[CH:7]=[CH:6][C:5]([C:8](=[O:16])[C:9]([C:10]2[CH:15]=[CH:14][N:13]=[CH:12][CH:11]=2)=[N:17][OH:18])=[CH:4][CH:3]=1. The catalyst class is: 86. (3) Reactant: S(=O)(=O)(O)O.[C:6]1([N:12]([C:19]2[CH:24]=[CH:23][CH:22]=[CH:21][CH:20]=2)[C:13](=[O:18])[CH2:14][C:15]([CH3:17])=O)[CH:11]=[CH:10][CH:9]=[CH:8][CH:7]=1. Product: [CH3:17][C:15]1[C:11]2[C:6](=[CH:7][CH:8]=[CH:9][CH:10]=2)[N:12]([C:19]2[CH:24]=[CH:23][CH:22]=[CH:21][CH:20]=2)[C:13](=[O:18])[CH:14]=1. The catalyst class is: 13. (4) The catalyst class is: 3. Product: [NH2:1][C:2]1[C:10]([N+:11]([O-:13])=[O:12])=[CH:9][C:5]([C:6]([NH:43][C:42]2[CH:44]=[CH:45][C:39]([Br:38])=[CH:40][CH:41]=2)=[O:8])=[C:4]([O:14][CH3:15])[CH:3]=1. Reactant: [NH2:1][C:2]1[C:10]([N+:11]([O-:13])=[O:12])=[CH:9][C:5]([C:6]([OH:8])=O)=[C:4]([O:14][CH3:15])[CH:3]=1.CN(C(ON1N=NC2C=CC=CC1=2)=[N+](C)C)C.[B-](F)(F)(F)F.[Br:38][C:39]1[CH:45]=[CH:44][C:42]([NH2:43])=[CH:41][CH:40]=1. (5) Reactant: C(=O)(OC(C)(C)C)[O:2][C:3]1[CH:8]=[CH:7][C:6]([F:9])=[C:5]([NH:10][C:11]([O:13][C:14]([CH3:17])([CH3:16])[CH3:15])=[O:12])[CH:4]=1.C[O-].[Na+]. Product: [F:9][C:6]1[CH:7]=[CH:8][C:3]([OH:2])=[CH:4][C:5]=1[NH:10][C:11](=[O:12])[O:13][C:14]([CH3:16])([CH3:15])[CH3:17]. The catalyst class is: 5. (6) Reactant: [CH:1]1[C:10]2[C:5](=[CH:6][CH:7]=[CH:8][CH:9]=2)[CH:4]=[CH:3][C:2]=1[OH:11].[F:12][C:13]1[CH:14]=[C:15]([CH:18]=[C:19]([F:22])[C:20]=1[F:21])[CH:16]=O.[C:23]([CH2:25][C:26]([O:28][CH2:29][CH3:30])=[O:27])#[N:24].N1CCCCC1. Product: [CH2:29]([O:28][C:26]([C:25]1[CH:16]([C:15]2[CH:14]=[C:13]([F:12])[C:20]([F:21])=[C:19]([F:22])[CH:18]=2)[C:3]2[C:2](=[CH:1][C:10]3[CH:9]=[CH:8][CH:7]=[CH:6][C:5]=3[CH:4]=2)[O:11][C:23]=1[NH2:24])=[O:27])[CH3:30]. The catalyst class is: 40.